Dataset: NCI-60 drug combinations with 297,098 pairs across 59 cell lines. Task: Regression. Given two drug SMILES strings and cell line genomic features, predict the synergy score measuring deviation from expected non-interaction effect. (1) Drug 1: CC1OCC2C(O1)C(C(C(O2)OC3C4COC(=O)C4C(C5=CC6=C(C=C35)OCO6)C7=CC(=C(C(=C7)OC)O)OC)O)O. Drug 2: CN1C(=O)N2C=NC(=C2N=N1)C(=O)N. Cell line: SF-539. Synergy scores: CSS=24.8, Synergy_ZIP=-4.00, Synergy_Bliss=-1.63, Synergy_Loewe=-26.9, Synergy_HSA=-1.14. (2) Drug 1: CC1=C2C(C(=O)C3(C(CC4C(C3C(C(C2(C)C)(CC1OC(=O)C(C(C5=CC=CC=C5)NC(=O)OC(C)(C)C)O)O)OC(=O)C6=CC=CC=C6)(CO4)OC(=O)C)OC)C)OC. Drug 2: COC1=NC(=NC2=C1N=CN2C3C(C(C(O3)CO)O)O)N. Cell line: NCI-H460. Synergy scores: CSS=65.1, Synergy_ZIP=13.7, Synergy_Bliss=12.0, Synergy_Loewe=-20.3, Synergy_HSA=12.2.